This data is from Full USPTO retrosynthesis dataset with 1.9M reactions from patents (1976-2016). The task is: Predict the reactants needed to synthesize the given product. (1) Given the product [Cl:1][C:2]1[N:7]2[CH:8]=[CH:9][N:10]=[C:6]2[C:5]([O:11][CH2:12][C@@H:13]2[CH2:17][CH2:16][N:15]([CH3:28])[CH2:14]2)=[N:4][C:3]=1[C:18]1[CH:25]=[CH:24][C:21]([C:22]#[N:23])=[CH:20][CH:19]=1, predict the reactants needed to synthesize it. The reactants are: [Cl:1][C:2]1[N:7]2[CH:8]=[CH:9][N:10]=[C:6]2[C:5]([O:11][CH2:12][C@@H:13]2[CH2:17][CH2:16][NH:15][CH2:14]2)=[N:4][C:3]=1[C:18]1[CH:25]=[CH:24][C:21]([C:22]#[N:23])=[CH:20][CH:19]=1.C=O.[C:28](O[BH-](OC(=O)C)OC(=O)C)(=O)C.[Na+]. (2) Given the product [CH:1]1([CH2:6][NH:7][C:8]2[CH:13]=[CH:12][C:11]([F:14])=[C:10]([F:15])[CH:9]=2)[CH2:2][CH2:3][CH2:4][CH2:5]1, predict the reactants needed to synthesize it. The reactants are: [CH:1]1([CH2:6][NH:7][C:8]2[CH:13]=[CH:12][C:11]([F:14])=[C:10]([F:15])[CH:9]=2)[CH2:5][CH2:4][CH2:3][CH2:2]1.FC1C=C(C=CC=1F)N.C1(C=O)CCCC1.[BH3-]C#N.[Na+]. (3) Given the product [Br:1][C:2]1[CH:10]=[C:9]([CH2:11][OH:12])[CH:8]=[C:7]2[C:3]=1[CH:4]=[N:5][NH:6]2, predict the reactants needed to synthesize it. The reactants are: [Br:1][C:2]1[CH:10]=[C:9]([C:11](O)=[O:12])[CH:8]=[C:7]2[C:3]=1[CH:4]=[N:5][NH:6]2.B. (4) Given the product [Cl:29][C:7]1[C:6]2[N:13]=[CH:14][NH:15][C:5]=2[C:4]2[CH:3]=[C:2]([Cl:1])[CH:11]=[CH:10][C:9]=2[N:8]=1, predict the reactants needed to synthesize it. The reactants are: [Cl:1][C:2]1[CH:11]=[CH:10][C:9]2[NH:8][C:7](=O)[C:6]3[N:13]=[CH:14][N:15](CC4C=CC(OC)=CC=4OC)[C:5]=3[C:4]=2[CH:3]=1.O=P(Cl)(Cl)[Cl:29].C(N(CC)C(C)C)(C)C. (5) Given the product [Cl:16][C:11]1[C:12]2=[C:4]([CH:1]([CH3:3])[CH3:2])[CH:5]=[CH:6][N:7]2[N:8]=[CH:9][N:10]=1, predict the reactants needed to synthesize it. The reactants are: [CH:1]([C:4]1[CH:5]=[CH:6][N:7]2[C:12]=1[C:11](=O)[NH:10][CH:9]=[N:8]2)([CH3:3])[CH3:2].P(Cl)(Cl)([Cl:16])=O. (6) Given the product [Cl:36][C:32]1[CH:31]=[C:30]([CH2:29][N:19]2[C:18](=[O:21])[CH:17]=[CH:16][C:15]([C:13]3[O:12][N:11]=[C:10]([C:7]4[CH:8]=[CH:9][C:4]([O:3][C:2]([F:22])([F:1])[F:23])=[CH:5][CH:6]=4)[N:14]=3)=[N:20]2)[CH:35]=[CH:34][N:33]=1, predict the reactants needed to synthesize it. The reactants are: [F:1][C:2]([F:23])([F:22])[O:3][C:4]1[CH:9]=[CH:8][C:7]([C:10]2[N:14]=[C:13]([C:15]3[CH:16]=[CH:17][C:18](=[O:21])[NH:19][N:20]=3)[O:12][N:11]=2)=[CH:6][CH:5]=1.CS(O[CH2:29][C:30]1[CH:35]=[CH:34][N:33]=[C:32]([Cl:36])[CH:31]=1)(=O)=O.